From a dataset of Reaction yield outcomes from USPTO patents with 853,638 reactions. Predict the reaction yield, written as a fraction of the theoretical maximum amount of product (1.0 means a 100% yield; for example, 0.34 means a 34% yield). (1) The reactants are [F:1][C:2]1[CH:27]=[CH:26][C:5]([CH2:6][O:7][C:8]2[CH:13]=[CH:12][C:11]([CH:14]([O:19][CH2:20][O:21][CH2:22][CH2:23][O:24][CH3:25])[C:15]([O:17]C)=[O:16])=[CH:10][CH:9]=2)=[CH:4][CH:3]=1. The catalyst is CO.O1CCCC1.[OH-].[Na+]. The product is [F:1][C:2]1[CH:3]=[CH:4][C:5]([CH2:6][O:7][C:8]2[CH:9]=[CH:10][C:11]([CH:14]([O:19][CH2:20][O:21][CH2:22][CH2:23][O:24][CH3:25])[C:15]([OH:17])=[O:16])=[CH:12][CH:13]=2)=[CH:26][CH:27]=1. The yield is 0.390. (2) The reactants are [F:1][C:2]([F:12])([F:11])[C:3]1[CH:4]=[C:5]([CH:8]=[CH:9][CH:10]=1)[CH2:6][NH2:7].F[C:14]1[CH:22]=[N:21][CH:20]=[CH:19][C:15]=1[C:16]([OH:18])=[O:17]. No catalyst specified. The product is [F:1][C:2]([F:11])([F:12])[C:3]1[CH:4]=[C:5]([CH:8]=[CH:9][CH:10]=1)[CH2:6][NH:7][C:19]1[CH:20]=[N:21][CH:22]=[CH:14][C:15]=1[C:16]([OH:18])=[O:17]. The yield is 0.390. (3) The reactants are [NH2:1][C:2]1[N:7]=[C:6]([CH2:8][C:9]2[C:14]([Cl:15])=[CH:13][CH:12]=[CH:11][C:10]=2[Cl:16])[N:5]=[C:4]([NH:17][C:18]2[CH:25]=[CH:24][C:21]([C:22]#[N:23])=[CH:20][CH:19]=2)[N:3]=1.[C:26](OC(=O)C)(=[O:28])[CH3:27]. No catalyst specified. The product is [C:22]([C:21]1[CH:20]=[CH:19][C:18]([NH:17][C:4]2[N:5]=[C:6]([CH2:8][C:9]3[C:14]([Cl:15])=[CH:13][CH:12]=[CH:11][C:10]=3[Cl:16])[N:7]=[C:2]([NH:1][C:26](=[O:28])[CH3:27])[N:3]=2)=[CH:25][CH:24]=1)#[N:23]. The yield is 0.450. (4) The reactants are [Br:1][C:2]1[CH:7]=[CH:6][C:5]([C:8]2(O)[CH2:13][CH2:12][NH:11][CH2:10][CH2:9]2)=[CH:4][CH:3]=1.[Cl-:15].[Al+3].[Cl-].[Cl-]. The catalyst is ClC1C=CC=CC=1. The product is [Br:1][C:2]1[CH:7]=[CH:6][C:5]([C:8]2([C:2]3[CH:7]=[CH:6][C:5]([Cl:15])=[CH:4][CH:3]=3)[CH2:13][CH2:12][NH:11][CH2:10][CH2:9]2)=[CH:4][CH:3]=1. The yield is 0.920. (5) The reactants are [NH2:1][CH:2]1[CH2:7][CH2:6][N:5]([C:8]([O:10][C:11]([CH3:14])([CH3:13])[CH3:12])=[O:9])[CH2:4][CH2:3]1.CCN(C(C)C)C(C)C.[C:24](Cl)(=[O:28])[C:25]([CH3:27])=[CH2:26]. The catalyst is C1COCC1. The product is [C:11]([O:10][C:8]([N:5]1[CH2:4][CH2:3][CH:2]([NH:1][C:24](=[O:28])[C:25]([CH3:27])=[CH2:26])[CH2:7][CH2:6]1)=[O:9])([CH3:14])([CH3:13])[CH3:12]. The yield is 0.710.